This data is from Forward reaction prediction with 1.9M reactions from USPTO patents (1976-2016). The task is: Predict the product of the given reaction. (1) The product is: [CH2:26]([C:21]1[CH:22]=[CH:23][CH:24]=[CH:25][C:20]=1[C:18]1[N:17]=[CH:16][N:15]=[C:14]([NH:1][C:2]2[CH:3]=[C:4]([CH2:8][S:9]([NH2:12])(=[O:10])=[O:11])[CH:5]=[CH:6][CH:7]=2)[CH:19]=1)[CH3:27]. Given the reactants [NH2:1][C:2]1[CH:3]=[C:4]([CH2:8][S:9]([NH-:12])(=[O:11])=[O:10])[CH:5]=[CH:6][CH:7]=1.Cl[C:14]1[CH:19]=[C:18]([C:20]2[CH:25]=[CH:24][CH:23]=[CH:22][C:21]=2[CH2:26][CH3:27])[N:17]=[CH:16][N:15]=1, predict the reaction product. (2) Given the reactants [Cl:1][C:2]1[CH:7]=[C:6]2[NH:8][C:9](=[O:42])[C@:10]3([C@@H:14]([C:15]4[CH:20]=[CH:19][CH:18]=[C:17]([Cl:21])[C:16]=4[F:22])[C@H:13]([C:23]([NH:25][C:26]4[CH:31]=[CH:30][C:29]([CH2:32][CH2:33][C:34](O)=[O:35])=[CH:28][CH:27]=4)=[O:24])[NH:12][C@H:11]3[CH2:37][C:38]([CH3:41])([CH3:40])[CH3:39])[C:5]2=[CH:4][CH:3]=1.C([N:46](CC)C(C)C)(C)C.F[P-](F)(F)(F)(F)F.N1(OC(N(C)C)=[N+](C)C)C2N=CC=CC=2N=N1.[NH4+].[Cl-], predict the reaction product. The product is: [C:34]([CH2:33][CH2:32][C:29]1[CH:30]=[CH:31][C:26]([NH:25][C:23]([CH:13]2[NH:12][CH:11]([CH2:37][C:38]([CH3:41])([CH3:40])[CH3:39])[C:10]3([C:5]4[C:6](=[CH:7][C:2]([Cl:1])=[CH:3][CH:4]=4)[NH:8][C:9]3=[O:42])[CH:14]2[C:15]2[CH:20]=[CH:19][CH:18]=[C:17]([Cl:21])[C:16]=2[F:22])=[O:24])=[CH:27][CH:28]=1)(=[O:35])[NH2:46].